From a dataset of Full USPTO retrosynthesis dataset with 1.9M reactions from patents (1976-2016). Predict the reactants needed to synthesize the given product. (1) Given the product [Br:1][C:2]1[CH:3]=[C:4]([NH:10][S:28]([C:25]2[CH:26]=[CH:27][C:22]([OH:21])=[C:23]([CH3:32])[CH:24]=2)(=[O:30])=[O:29])[C:5]([O:8][CH3:9])=[N:6][CH:7]=1, predict the reactants needed to synthesize it. The reactants are: [Br:1][C:2]1[CH:3]=[C:4]([NH2:10])[C:5]([O:8][CH3:9])=[N:6][CH:7]=1.C[Si]([N-][Si](C)(C)C)(C)C.[Na+].[OH:21][C:22]1[CH:27]=[CH:26][C:25]([S:28](Cl)(=[O:30])=[O:29])=[CH:24][C:23]=1[CH3:32].C(=O)(O)[O-].[Na+]. (2) Given the product [CH3:1][N:2]1[C:6]([C:7]2[CH:8]=[CH:9][C:10]3[NH:19][C:18](=[S:32])[O:17][C:13]4([CH2:16][CH2:15][CH2:14]4)[C:11]=3[CH:12]=2)=[CH:5][CH:4]=[C:3]1[C:21]#[N:22], predict the reactants needed to synthesize it. The reactants are: [CH3:1][N:2]1[C:6]([C:7]2[CH:8]=[CH:9][C:10]3[NH:19][C:18](=O)[O:17][C:13]4([CH2:16][CH2:15][CH2:14]4)[C:11]=3[CH:12]=2)=[CH:5][CH:4]=[C:3]1[C:21]#[N:22].COC1C=CC(P2(SP(C3C=CC(OC)=CC=3)(=S)S2)=[S:32])=CC=1.C(=O)([O-])[O-].[Na+].[Na+].